Dataset: Full USPTO retrosynthesis dataset with 1.9M reactions from patents (1976-2016). Task: Predict the reactants needed to synthesize the given product. (1) Given the product [CH3:26][C:27]1[CH:28]=[C:29]([C:2]2[C:6]([CH2:7][N:8]([CH3:19])[CH2:9][CH2:10][NH:11][C:12](=[O:18])[O:13][C:14]([CH3:17])([CH3:16])[CH3:15])=[CH:5][N:4]([CH:20]3[CH2:25][CH2:24][CH2:23][CH2:22][O:21]3)[CH:49]=2)[CH:30]=[C:31]([CH3:37])[C:32]=1[O:33][CH:34]([CH3:36])[CH3:35], predict the reactants needed to synthesize it. The reactants are: I[C:2]1[C:6]([CH2:7][N:8]([CH3:19])[CH2:9][CH2:10][NH:11][C:12](=[O:18])[O:13][C:14]([CH3:17])([CH3:16])[CH3:15])=[CH:5][N:4]([CH:20]2[CH2:25][CH2:24][CH2:23][CH2:22][O:21]2)N=1.[CH3:26][C:27]1[CH:28]=[C:29](B(O)O)[CH:30]=[C:31]([CH3:37])[C:32]=1[O:33][CH:34]([CH3:36])[CH3:35].[O-]P([O-])([O-])=O.[K+].[K+].[K+].[CH3:49]OCCOC. (2) Given the product [CH2:1]([O:3][C:4]([C:6]1([CH2:12][NH:13][C:17]2[O:18][C:19]3[CH:25]=[C:24]([O:26][C:27]4[CH:32]=[CH:31][N:30]=[C:29]([C:33](=[O:34])[NH:35][CH3:36])[CH:28]=4)[CH:23]=[CH:22][C:20]=3[N:21]=2)[CH2:11][CH2:10][CH2:9][CH2:8][CH2:7]1)=[O:5])[CH3:2], predict the reactants needed to synthesize it. The reactants are: [CH2:1]([O:3][C:4]([C:6]1([CH2:12][NH2:13])[CH2:11][CH2:10][CH2:9][CH2:8][CH2:7]1)=[O:5])[CH3:2].CS([C:17]1[O:18][C:19]2[CH:25]=[C:24]([O:26][C:27]3[CH:32]=[CH:31][N:30]=[C:29]([C:33]([NH:35][CH3:36])=[O:34])[CH:28]=3)[CH:23]=[CH:22][C:20]=2[N:21]=1)=O. (3) The reactants are: [C:1]([O-:18])(=[O:17])[CH2:2][CH2:3][CH2:4][CH2:5][CH2:6][CH2:7]CCCCCCCCC.[Na+:19].C(OCC(CO)O)(=O)CCCCCCCCCCCCCCCCC.OC[C@@H]([C@H]([C@@H]([C@@H](CO)O)O)O)O. Given the product [C:1]([O-:18])(=[O:17])[C:2]1[CH:3]=[CH:4][CH:5]=[CH:6][CH:7]=1.[Na+:19], predict the reactants needed to synthesize it. (4) Given the product [C:4]1([C:3]([C:10]2[CH:15]=[CH:14][CH:13]=[CH:12][CH:11]=2)=[C:2]([P:30]([CH:37]2[CH2:38][CH2:39][CH2:40][CH2:41][CH2:42]2)[CH:31]2[CH2:36][CH2:35][CH2:34][CH2:33][CH2:32]2)[CH:16]([CH3:18])[CH3:17])[CH:9]=[CH:8][CH:7]=[CH:6][CH:5]=1, predict the reactants needed to synthesize it. The reactants are: Br[C:2]([CH:16]([CH3:18])[CH3:17])=[C:3]([C:10]1[CH:15]=[CH:14][CH:13]=[CH:12][CH:11]=1)[C:4]1[CH:9]=[CH:8][CH:7]=[CH:6][CH:5]=1.C1COCC1.C([Li])CCC.Cl[P:30]([CH:37]1[CH2:42][CH2:41][CH2:40][CH2:39][CH2:38]1)[CH:31]1[CH2:36][CH2:35][CH2:34][CH2:33][CH2:32]1. (5) Given the product [Cl:27][C:28]1[CH:33]=[C:32]([F:34])[CH:31]=[CH:30][C:29]=1[S:35]([NH:14][C@@H:3]([CH2:2][OH:1])[CH2:4][CH2:5][NH:6][C:7](=[O:13])[O:8][C:9]([CH3:10])([CH3:11])[CH3:12])(=[O:37])=[O:36], predict the reactants needed to synthesize it. The reactants are: [OH:1][CH2:2][C@H:3]([NH:14]C(OCC1C=CC=CC=1)=O)[CH2:4][CH2:5][NH:6][C:7](=[O:13])[O:8][C:9]([CH3:12])([CH3:11])[CH3:10].[H][H].[Cl:27][C:28]1[CH:33]=[C:32]([F:34])[CH:31]=[CH:30][C:29]=1[S:35](Cl)(=[O:37])=[O:36]. (6) Given the product [O:21]1[CH:22]=[CH:23][N:24]=[C:20]1[C:9]1[N:10]([S:11]([C:14]2[CH:19]=[CH:18][CH:17]=[CH:16][CH:15]=2)(=[O:13])=[O:12])[C:5]2[C:6](=[N:7][C:2]([N:25]([C:34]([O:36][C:37]([CH3:40])([CH3:39])[CH3:38])=[O:35])[NH:26][C:27]([O:29][C:30]([CH3:31])([CH3:32])[CH3:33])=[O:28])=[CH:3][CH:4]=2)[CH:8]=1.[O:21]1[CH:22]=[CH:23][N:24]=[C:20]1[C:9]1[NH:10][C:5]2[C:6](=[N:7][C:2]([N:25]([C:34]([O:36][C:37]([CH3:40])([CH3:39])[CH3:38])=[O:35])[NH:26][C:27]([O:29][C:30]([CH3:31])([CH3:32])[CH3:33])=[O:28])=[CH:3][CH:4]=2)[CH:8]=1, predict the reactants needed to synthesize it. The reactants are: Cl[C:2]1[N:7]=[C:6]2[CH:8]=[C:9]([C:20]3[O:21][CH:22]=[CH:23][N:24]=3)[N:10]([S:11]([C:14]3[CH:19]=[CH:18][CH:17]=[CH:16][CH:15]=3)(=[O:13])=[O:12])[C:5]2=[CH:4][CH:3]=1.[NH:25]([C:34]([O:36][C:37]([CH3:40])([CH3:39])[CH3:38])=[O:35])[NH:26][C:27]([O:29][C:30]([CH3:33])([CH3:32])[CH3:31])=[O:28].C([O-])([O-])=O.[Cs+].[Cs+]. (7) The reactants are: [Cl:1][C:2]1[C:3]([F:31])=[C:4]([CH:28]=[CH:29][CH:30]=1)[C:5]([N:7]1[CH2:12][CH2:11][N:10]([CH2:13][C:14]2[CH:15]=[C:16]([CH:19]=[C:20]([NH:22][C:23]3[S:24][CH:25]=[CH:26][N:27]=3)[N:21]=2)[C:17]#[N:18])[CH2:9][CH2:8]1)=[O:6].[N-:32]=[N+:33]=[N-:34].[Na+].Cl.C(N(CC)CC)C. Given the product [Cl:1][C:2]1[C:3]([F:31])=[C:4]([CH:28]=[CH:29][CH:30]=1)[C:5]([N:7]1[CH2:12][CH2:11][N:10]([CH2:13][C:14]2[N:21]=[C:20]([NH:22][C:23]3[S:24][CH:25]=[CH:26][N:27]=3)[CH:19]=[C:16]([C:17]3[N:32]=[N:33][NH:34][N:18]=3)[CH:15]=2)[CH2:9][CH2:8]1)=[O:6], predict the reactants needed to synthesize it. (8) The reactants are: [CH3:1][C:2]([N:4]([OH:39])[CH2:5][CH2:6][CH2:7][CH2:8][CH2:9][NH:10][C:11]([CH2:13][CH2:14][C:15]([N:17]([OH:38])[CH2:18][CH2:19][CH2:20][CH2:21][CH2:22][NH:23][C:24]([CH2:26][CH2:27][C:28]([N:30]([OH:37])[CH2:31][CH2:32][CH2:33][CH2:34][CH2:35][NH2:36])=[O:29])=[O:25])=[O:16])=[O:12])=[O:3].[CH:40]1[C:45](N=C=S)=[CH:44][C:43]2[C:49]([O:51][C:52]3([C:62]4[CH:63]=[CH:64][C:65]([OH:67])=[CH:66][C:61]=4[O:60][C:54]4[CH:55]=[C:56]([OH:59])[CH:57]=[CH:58][C:53]3=4)[C:42]=2[CH:41]=1)=[O:50]. Given the product [CH:40]1[CH:45]=[CH:44][C:43]([C:49]([OH:51])=[O:50])=[C:42]([C:52]2[C:53]3[CH:58]=[CH:57][C:56]([OH:59])=[CH:55][C:54]=3[O:60][C:61]3[C:62]=2[CH:63]=[CH:64][C:65]([CH:66]=3)=[O:67])[CH:41]=1.[CH3:1][C:2]([N:4]([OH:39])[CH2:5][CH2:6][CH2:7][CH2:8][CH2:9][NH:10][C:11]([CH2:13][CH2:14][C:15]([N:17]([OH:38])[CH2:18][CH2:19][CH2:20][CH2:21][CH2:22][NH:23][C:24]([CH2:26][CH2:27][C:28]([N:30]([OH:37])[CH2:31][CH2:32][CH2:33][CH2:34][CH2:35][NH2:36])=[O:29])=[O:25])=[O:16])=[O:12])=[O:3], predict the reactants needed to synthesize it.